Dataset: Acute oral toxicity (LD50) regression data from Zhu et al.. Task: Regression/Classification. Given a drug SMILES string, predict its toxicity properties. Task type varies by dataset: regression for continuous values (e.g., LD50, hERG inhibition percentage) or binary classification for toxic/non-toxic outcomes (e.g., AMES mutagenicity, cardiotoxicity, hepatotoxicity). Dataset: ld50_zhu. The drug is CCOP(=S)(OCC)SCSCSP(=S)(OCC)OCC. The rat oral LD50 is 4.71, given as -log10 of the dose in mol/kg body weight (higher means more acutely toxic).